From a dataset of Forward reaction prediction with 1.9M reactions from USPTO patents (1976-2016). Predict the product of the given reaction. Given the reactants [CH3:1][C:2]1[CH:10]=[CH:9][C:5]([C:6](O)=[O:7])=[CH:4][C:3]=1[C:11]#[C:12][C:13]1[CH:14]=[N:15][C:16]2[C:21]([CH:22]=1)=[CH:20][CH:19]=[CH:18][CH:17]=2.Cl.CN(C)CCCN=C=NCC.ON1C2C=CC=CC=2N=N1.[Cl:45][C:46]1[CH:55]=[C:54]([Cl:56])[CH:53]=[C:52]([Cl:57])[C:47]=1[C:48]([NH:50][NH2:51])=[O:49], predict the reaction product. The product is: [Cl:45][C:46]1[CH:55]=[C:54]([Cl:56])[CH:53]=[C:52]([Cl:57])[C:47]=1[C:48]([N:50]([C:6](=[O:7])[C:5]1[CH:9]=[CH:10][C:2]([CH3:1])=[C:3]([C:11]#[C:12][C:13]2[CH:14]=[N:15][C:16]3[C:21]([CH:22]=2)=[CH:20][CH:19]=[CH:18][CH:17]=3)[CH:4]=1)[NH2:51])=[O:49].